This data is from Reaction yield outcomes from USPTO patents with 853,638 reactions. The task is: Predict the reaction yield, written as a fraction of the theoretical maximum amount of product (1.0 means a 100% yield; for example, 0.34 means a 34% yield). The reactants are [N+:1]([C:4]1[CH:11]=[CH:10][C:7]([CH:8]=[O:9])=[CH:6][CH:5]=1)([O-:3])=[O:2].S([CH2:22][N+:23]#[C-:24])(C1C=CC(C)=CC=1)(=O)=O.C(=O)([O-])[O-].[K+].[K+]. The catalyst is CO.O. The product is [N+:1]([C:4]1[CH:5]=[CH:6][C:7]([C:8]2[O:9][CH:24]=[N:23][CH:22]=2)=[CH:10][CH:11]=1)([O-:3])=[O:2]. The yield is 0.950.